From a dataset of Full USPTO retrosynthesis dataset with 1.9M reactions from patents (1976-2016). Predict the reactants needed to synthesize the given product. Given the product [C:43]([C@@H:28]1[CH2:29][C@H:26]([CH:24]([NH:23][C:21]([C:20]2[C:14]3[C:15](=[N:16][CH:17]=[C:12]([C:6]4[C:5]5[C:9](=[CH:10][C:2]([F:1])=[CH:3][CH:4]=5)[N:8]([CH3:11])[N:7]=4)[N:13]=3)[N:18]([CH2:35][O:36][CH2:37][CH2:38][Si:39]([CH3:42])([CH3:40])[CH3:41])[CH:19]=2)=[O:22])[CH3:25])[CH2:27]1)#[N:44], predict the reactants needed to synthesize it. The reactants are: [F:1][C:2]1[CH:10]=[C:9]2[C:5]([C:6]([C:12]3[N:13]=[C:14]4[C:20]([C:21]([NH:23][CH:24]([C@H:26]5[CH2:29][C@H:28](OS(C)(=O)=O)[CH2:27]5)[CH3:25])=[O:22])=[CH:19][N:18]([CH2:35][O:36][CH2:37][CH2:38][Si:39]([CH3:42])([CH3:41])[CH3:40])[C:15]4=[N:16][CH:17]=3)=[N:7][N:8]2[CH3:11])=[CH:4][CH:3]=1.[C-:43]#[N:44].[K+].C1OCCOCCOCCOCCOCCOC1.